Dataset: CYP2C19 inhibition data for predicting drug metabolism from PubChem BioAssay. Task: Regression/Classification. Given a drug SMILES string, predict its absorption, distribution, metabolism, or excretion properties. Task type varies by dataset: regression for continuous measurements (e.g., permeability, clearance, half-life) or binary classification for categorical outcomes (e.g., BBB penetration, CYP inhibition). Dataset: cyp2c19_veith. (1) The molecule is CCN1CCN(S(=O)(=O)c2ccc(Cl)nc2)CC1. The result is 0 (non-inhibitor). (2) The drug is c1ccc(-c2ccc(-c3ccc(C4=NCCN4)cc3)o2)cc1. The result is 0 (non-inhibitor).